Task: Predict the product of the given reaction.. Dataset: Forward reaction prediction with 1.9M reactions from USPTO patents (1976-2016) (1) Given the reactants [OH-].[K+].[Br:3][C:4]1[CH:5]=[C:6]([OH:11])[CH:7]=[C:8]([Br:10])[CH:9]=1.[C:12]1([CH3:18])[CH:17]=CC=C[CH:13]=1.BrCCCCC, predict the reaction product. The product is: [Br:3][C:4]1[CH:5]=[C:6]([O:11][CH2:13][CH:12]([CH3:18])[CH3:17])[CH:7]=[C:8]([Br:10])[CH:9]=1. (2) The product is: [C:3]1(=[O:12])[N:2]([O:1][CH2:25][C:24]([O:23][C:19]([CH3:22])([CH3:21])[CH3:20])=[O:27])[C:6](=[O:7])[C:5]2=[CH:8][CH:9]=[CH:10][CH:11]=[C:4]12. Given the reactants [OH:1][N:2]1[C:6](=[O:7])[C:5]2=[CH:8][CH:9]=[CH:10][CH:11]=[C:4]2[C:3]1=[O:12].C(=O)([O-])[O-].[K+].[K+].[C:19]([O:23][C:24](=[O:27])[CH2:25]Br)([CH3:22])([CH3:21])[CH3:20], predict the reaction product. (3) Given the reactants [CH3:1][C:2]1[C:7]([C:8]([OH:10])=O)=[CH:6][N:5]=[C:4]([C:11]2[CH:12]=[N:13][CH:14]=[CH:15][CH:16]=2)[N:3]=1.CN(C(ON1N=NC2C=CC(=CC1=2)Cl)=[N+](C)C)C.F[P-](F)(F)(F)(F)F.CCN(C(C)C)C(C)C.[F:51][C:52]1[CH:53]=[C:54]2[C:58](=[CH:59][CH:60]=1)[N:57]([NH2:61])[CH:56]=[C:55]2[CH3:62], predict the reaction product. The product is: [F:51][C:52]1[CH:53]=[C:54]2[C:58](=[CH:59][CH:60]=1)[N:57]([NH:61][C:8]([C:7]1[C:2]([CH3:1])=[N:3][C:4]([C:11]3[CH:12]=[N:13][CH:14]=[CH:15][CH:16]=3)=[N:5][CH:6]=1)=[O:10])[CH:56]=[C:55]2[CH3:62]. (4) Given the reactants CN(CC)C.Br[C:7]1[S:8][CH:9]=[C:10]([Br:12])[CH:11]=1.[O:13]1[CH2:17][CH2:16][NH:15][C:14]1=[O:18].C(=O)([O-])[O-].[Cs+].[Cs+], predict the reaction product. The product is: [Br:12][C:10]1[CH:11]=[C:7]([N:15]2[CH2:16][CH2:17][O:13][C:14]2=[O:18])[S:8][CH:9]=1. (5) Given the reactants [CH3:1][C:2]1([C:5]([OH:7])=O)[CH2:4][CH2:3]1.C(Cl)(=O)C(Cl)=O.Cl.[NH2:15][C:16]1[N:17]=[C:18]2[CH:23]=[CH:22][C:21]([O:24][C:25]3[CH:26]=[CH:27][C:28]([CH3:41])=[C:29]([NH:31][C:32]([C:34]4[N:38]([CH3:39])[N:37]=[C:36]([CH3:40])[CH:35]=4)=[O:33])[CH:30]=3)=[N:20][N:19]2[CH:42]=1.C(=O)([O-])O.[Na+], predict the reaction product. The product is: [CH3:39][N:38]1[C:34]([C:32]([NH:31][C:29]2[CH:30]=[C:25]([O:24][C:21]3[CH:22]=[CH:23][C:18]4[N:19]([CH:42]=[C:16]([NH:15][C:5]([C:2]5([CH3:1])[CH2:4][CH2:3]5)=[O:7])[N:17]=4)[N:20]=3)[CH:26]=[CH:27][C:28]=2[CH3:41])=[O:33])=[CH:35][C:36]([CH3:40])=[N:37]1. (6) Given the reactants Br[C:2]1[CH:3]=[C:4]([N:7]2[CH2:11][C@:10]3([CH:16]4[CH2:17][CH2:18][N:13]([CH2:14][CH2:15]4)[CH2:12]3)[O:9][C:8]2=[O:19])[S:5][CH:6]=1.[N:20]1[CH:25]=[CH:24][C:23](B(O)O)=[CH:22][CH:21]=1, predict the reaction product. The product is: [N:20]1[CH:25]=[CH:24][C:23]([C:2]2[CH:3]=[C:4]([N:7]3[CH2:11][C@:10]4([CH:16]5[CH2:17][CH2:18][N:13]([CH2:14][CH2:15]5)[CH2:12]4)[O:9][C:8]3=[O:19])[S:5][CH:6]=2)=[CH:22][CH:21]=1. (7) Given the reactants O=C1CCC(=O)N1O[C:9]([NH:11][C:12]1[CH:28]=[CH:27][C:15]([O:16][CH2:17][CH2:18][NH:19]C(=O)OC(C)(C)C)=[C:14]([C:29]2[N:33]([CH3:34])[N:32]=[CH:31][CH:30]=2)[CH:13]=1)=[O:10].CN(C)C=O.[CH2:40]1[C:49]2[C:44](=[CH:45][CH:46]=[CH:47][CH:48]=2)[CH2:43][CH2:42][NH:41]1.Cl.CCOCC, predict the reaction product. The product is: [NH2:19][CH2:18][CH2:17][O:16][C:15]1[CH:27]=[CH:28][C:12]([NH:11][C:9]([N:41]2[CH2:42][CH2:43][C:44]3[C:49](=[CH:48][CH:47]=[CH:46][CH:45]=3)[CH2:40]2)=[O:10])=[CH:13][C:14]=1[C:29]1[N:33]([CH3:34])[N:32]=[CH:31][CH:30]=1. (8) The product is: [OH:1][C:2]1[CH:11]=[CH:10][C:9]([N:12]([CH2:28][C:29]2[CH:34]=[CH:33][C:32]([O:35][CH3:36])=[CH:31][CH:30]=2)[C:13](=[O:27])[C:14]2[CH:15]=[CH:16][C:17]([O:20][C:21]3[CH:26]=[CH:25][CH:24]=[CH:23][CH:22]=3)=[CH:18][CH:19]=2)=[CH:8][C:3]=1[C:4]([OH:6])=[O:5]. Given the reactants [OH:1][C:2]1[CH:11]=[CH:10][C:9]([N:12]([CH2:28][C:29]2[CH:34]=[CH:33][C:32]([O:35][CH3:36])=[CH:31][CH:30]=2)[C:13](=[O:27])[C:14]2[CH:19]=[CH:18][C:17]([O:20][C:21]3[CH:26]=[CH:25][CH:24]=[CH:23][CH:22]=3)=[CH:16][CH:15]=2)=[CH:8][C:3]=1[C:4]([O:6]C)=[O:5], predict the reaction product.